Dataset: Reaction yield outcomes from USPTO patents with 853,638 reactions. Task: Predict the reaction yield, written as a fraction of the theoretical maximum amount of product (1.0 means a 100% yield; for example, 0.34 means a 34% yield). (1) The reactants are [O:1]1[CH:6]=[CH:5][CH2:4][CH2:3][CH2:2]1.S(C1C=CC(C)=CC=1)([O-])(=O)=O.[NH+]1C=CC=CC=1.[Cl:24][C:25]1[N:30]=[C:29]([O:31][C@H:32]([CH3:37])[C:33]([CH3:36])([OH:35])[CH3:34])[C:28]([I:38])=[CH:27][N:26]=1. The catalyst is C(Cl)Cl. The product is [Cl:24][C:25]1[N:30]=[C:29]([O:31][C@H:32]([CH3:37])[C:33]([CH3:34])([O:35][CH:6]2[CH2:5][CH2:4][CH2:3][CH2:2][O:1]2)[CH3:36])[C:28]([I:38])=[CH:27][N:26]=1. The yield is 0.890. (2) The reactants are [Cl:1][C:2]1[N:3]=[C:4](Cl)[C:5]2[CH2:10][CH2:9][CH:8]([C:11]3[CH:16]=[CH:15][C:14]([F:17])=[CH:13][CH:12]=3)[C:6]=2[N:7]=1.[CH3:19][C:20]1([NH:26][C:27](=[O:33])[O:28][C:29]([CH3:32])([CH3:31])[CH3:30])[CH2:25][CH2:24][NH:23][CH2:22][CH2:21]1. The catalyst is CO. The product is [Cl:1][C:2]1[N:3]=[C:4]([N:23]2[CH2:22][CH2:21][C:20]([NH:26][C:27](=[O:33])[O:28][C:29]([CH3:32])([CH3:31])[CH3:30])([CH3:19])[CH2:25][CH2:24]2)[C:5]2[CH2:10][CH2:9][CH:8]([C:11]3[CH:16]=[CH:15][C:14]([F:17])=[CH:13][CH:12]=3)[C:6]=2[N:7]=1. The yield is 0.244. (3) The reactants are Cl.[N:2]1[CH:7]=[CH:6][CH:5]=[CH:4][CH:3]=1.[Br:8][C:9]1[CH:14]=[CH:13][C:12]([OH:15])=[CH:11][CH:10]=1.[C:16](=O)([O-])[O-].[K+].[K+]. The catalyst is C(C(C)=O)C. The product is [Br:8][C:9]1[CH:14]=[CH:13][C:12]([O:15][CH2:16][C:4]2[CH:3]=[N:2][CH:7]=[CH:6][CH:5]=2)=[CH:11][CH:10]=1. The yield is 0.490. (4) The reactants are [NH2:1][CH2:2][CH2:3][CH2:4][OH:5].[C:6](O[C:6]([O:8][C:9]([CH3:12])([CH3:11])[CH3:10])=[O:7])([O:8][C:9]([CH3:12])([CH3:11])[CH3:10])=[O:7].Cl.[OH-].[Na+]. The catalyst is O1CCOCC1. The product is [OH:5][CH2:4][CH2:3][CH2:2][NH:1][C:6](=[O:7])[O:8][C:9]([CH3:12])([CH3:11])[CH3:10]. The yield is 0.990.